Task: Predict the product of the given reaction.. Dataset: Forward reaction prediction with 1.9M reactions from USPTO patents (1976-2016) (1) Given the reactants CON(C)[C:4]([CH:6]1[CH2:11][CH2:10][N:9]([C:12]([O:14][C:15]([CH3:18])([CH3:17])[CH3:16])=[O:13])[CH2:8][CH2:7]1)=[O:5].[C:20]1([Mg]Cl)[CH:25]=[CH:24][CH:23]=[CH:22][CH:21]=1, predict the reaction product. The product is: [C:4]([CH:6]1[CH2:7][CH2:8][N:9]([C:12]([O:14][C:15]([CH3:16])([CH3:17])[CH3:18])=[O:13])[CH2:10][CH2:11]1)(=[O:5])[C:20]1[CH:25]=[CH:24][CH:23]=[CH:22][CH:21]=1. (2) Given the reactants FC(F)(F)S(O[C:7]1[C:16]2[C:11](=[C:12]([C:17]([F:20])([F:19])[F:18])[CH:13]=[CH:14][CH:15]=2)[N:10]=[CH:9][C:8]=1[C:21](=[O:28])[C:22]1[CH:27]=[CH:26][CH:25]=[CH:24][CH:23]=1)(=O)=O.[OH:31][CH2:32][C:33]1[CH:34]=[C:35](B(O)O)[CH:36]=[CH:37][CH:38]=1.[O-]P([O-])([O-])=O.[K+].[K+].[K+].O, predict the reaction product. The product is: [OH:31][CH2:32][C:33]1[CH:38]=[C:37]([C:7]2[C:16]3[C:11](=[C:12]([C:17]([F:18])([F:20])[F:19])[CH:13]=[CH:14][CH:15]=3)[N:10]=[CH:9][C:8]=2[C:21]([C:22]2[CH:23]=[CH:24][CH:25]=[CH:26][CH:27]=2)=[O:28])[CH:36]=[CH:35][CH:34]=1.